This data is from Forward reaction prediction with 1.9M reactions from USPTO patents (1976-2016). The task is: Predict the product of the given reaction. (1) The product is: [CH2:24]([N:25]1[C:1]([C:2]2[CH:7]=[CH:6][N:5]=[CH:4][CH:3]=2)=[C:9]([C:10]([O:12][CH2:13][CH3:14])=[O:11])[CH:15]=[N:26]1)[CH:23]([CH3:27])[CH3:22]. Given the reactants [C:1]([CH2:9][C:10]([O:12][CH2:13][CH3:14])=[O:11])(=O)[C:2]1[CH:7]=[CH:6][N:5]=[CH:4][CH:3]=1.[CH3:15]C(N(C)C)=O.Cl.[CH3:22][CH:23]([CH3:27])[CH2:24][NH:25][NH2:26].C([O-])(=O)C.[Na+], predict the reaction product. (2) Given the reactants [CH3:1][O:2][C:3]1[N:8]=[C:7]2[CH:9]=[CH:10][N:11]([Si:12]([CH:19]([CH3:21])[CH3:20])([CH:16]([CH3:18])[CH3:17])[CH:13]([CH3:15])[CH3:14])[C:6]2=[CH:5][CH:4]=1.[Li]CCCC.[B:27](OC)([O:30]C)[O:28][CH3:29], predict the reaction product. The product is: [CH3:1][O:2][C:3]1[N:8]=[C:7]2[CH:9]=[CH:10][N:11]([Si:12]([CH:16]([CH3:18])[CH3:17])([CH:13]([CH3:15])[CH3:14])[CH:19]([CH3:21])[CH3:20])[C:6]2=[CH:5][C:4]=1[B:27]([OH:30])[O:28][CH3:29]. (3) Given the reactants [CH2:1]1[C:6]2[CH:7]=[CH:8][CH:9]=[CH:10][C:5]=2[CH2:4]S(=O)O1.[C:12]([O:21][CH2:22][CH3:23])(=[O:20])/[CH:13]=[CH:14]/[C:15]([O:17][CH2:18][CH3:19])=[O:16], predict the reaction product. The product is: [C:12]([C@H:13]1[C@H:14]([C:15]([O:17][CH2:18][CH3:19])=[O:16])[CH2:1][C:6]2[C:5](=[CH:10][CH:9]=[CH:8][CH:7]=2)[CH2:4]1)([O:21][CH2:22][CH3:23])=[O:20]. (4) Given the reactants [CH2:1]([N:8]1[CH:16]=[C:15]2[C:10]([CH:11]=[C:12]([C:17]3[CH:18]=[C:19]([CH2:27][CH:28]4[O:33][CH2:32][CH2:31][NH:30][CH2:29]4)[N:20]4[C:25]=3[C:24]([NH2:26])=[N:23][CH:22]=[N:21]4)[CH:13]=[CH:14]2)=[N:9]1)[C:2]1[CH:7]=[CH:6][CH:5]=[CH:4][CH:3]=1.[CH3:34][S:35](Cl)(=[O:37])=[O:36].C(N(CC)C(C)C)(C)C, predict the reaction product. The product is: [CH2:1]([N:8]1[CH:16]=[C:15]2[C:10]([CH:11]=[C:12]([C:17]3[CH:18]=[C:19]([CH2:27][CH:28]4[O:33][CH2:32][CH2:31][N:30]([S:35]([CH3:34])(=[O:37])=[O:36])[CH2:29]4)[N:20]4[C:25]=3[C:24]([NH2:26])=[N:23][CH:22]=[N:21]4)[CH:13]=[CH:14]2)=[N:9]1)[C:2]1[CH:3]=[CH:4][CH:5]=[CH:6][CH:7]=1. (5) Given the reactants C1C=CC=CC=1.[Na+].[Cl-].[CH2:9]([N+:25]1[CH:30]=[CH:29][CH:28]=[CH:27][CH:26]=1)[CH2:10][CH2:11][CH2:12][CH2:13][CH2:14][CH2:15][CH2:16][CH2:17][CH2:18][CH2:19][CH2:20][CH2:21][CH2:22][CH2:23][CH3:24].[CH:31]1[C:36]([NH2:37])=[CH:35][CH:34]=[C:33]([S:38]([NH:41][C:42]2[S:46][CH:45]=[CH:44][N:43]=2)(=[O:40])=[O:39])[CH:32]=1, predict the reaction product. The product is: [CH2:9]([N+:25]1[CH:26]=[CH:27][CH:28]=[CH:29][CH:30]=1)[CH2:10][CH2:11][CH2:12][CH2:13][CH2:14][CH2:15][CH2:16][CH2:17][CH2:18][CH2:19][CH2:20][CH2:21][CH2:22][CH2:23][CH3:24].[CH:35]1[C:36]([NH2:37])=[CH:31][CH:32]=[C:33]([S:38]([NH:41][C:42]2[S:46][CH:45]=[CH:44][N:43]=2)(=[O:40])=[O:39])[CH:34]=1. (6) The product is: [Br:1][C:2]1[CH:3]=[C:4]2[C:8](=[CH:9][C:10]=1[F:11])[NH:7][N:6]=[CH:5]2. Given the reactants [Br:1][C:2]1[CH:3]=[C:4]2[C:8](=[CH:9][C:10]=1[F:11])[N:7](C(=O)C)[N:6]=[CH:5]2.Cl.CCOC(C)=O, predict the reaction product. (7) Given the reactants [CH3:1][C@@H:2]([OH:7])[CH2:3][C@H:4]([OH:6])[CH3:5].[F:8][C:9]([F:39])([F:38])[C:10]1[CH:11]=[C:12]([C:16]2[CH:37]=[CH:36][C:19]3[NH:20][C:21]([NH:23][C:24]([C:26]4[N:27]=[C:28]5[CH:33]=[CH:32][C:31](Cl)=[N:30][N:29]5[CH:35]=4)=[O:25])=[N:22][C:18]=3[CH:17]=2)[CH:13]=[CH:14][CH:15]=1.O, predict the reaction product. The product is: [F:39][C:9]([F:8])([F:38])[C:10]1[CH:11]=[C:12]([C:16]2[CH:37]=[CH:36][C:19]3[NH:20][C:21]([NH:23][C:24]([C:26]4[N:27]=[C:28]5[CH:33]=[CH:32][C:31]([O:6][C@H:4]([CH3:5])[CH2:3][C@H:2]([OH:7])[CH3:1])=[N:30][N:29]5[CH:35]=4)=[O:25])=[N:22][C:18]=3[CH:17]=2)[CH:13]=[CH:14][CH:15]=1.